This data is from Catalyst prediction with 721,799 reactions and 888 catalyst types from USPTO. The task is: Predict which catalyst facilitates the given reaction. Reactant: [C:1]([C:3]1[CH:4]=[C:5]([C:9]2[CH2:13][CH2:12][CH2:11][C:10]=2[C:14]([OH:16])=O)[CH:6]=[CH:7][CH:8]=1)#[N:2].O=S(Cl)Cl.CC[N:23](C(C)C)C(C)C.[N:30]1[CH:35]=[CH:34][CH:33]=[CH:32][C:31]=1[C:36]1[CH:42]=[CH:41][C:39](N)=[CH:38][CH:37]=1. Product: [N:30]1[CH:35]=[CH:34][CH:33]=[CH:32][C:31]=1[C:36]1[CH:37]=[CH:38][C:39]([CH:13]2[CH2:12][CH2:11][C:10]([C:14]([NH2:23])=[O:16])=[C:9]2[C:5]2[CH:6]=[CH:7][CH:8]=[C:3]([C:1]#[N:2])[CH:4]=2)=[CH:41][CH:42]=1. The catalyst class is: 344.